From a dataset of HIV replication inhibition screening data with 41,000+ compounds from the AIDS Antiviral Screen. Binary Classification. Given a drug SMILES string, predict its activity (active/inactive) in a high-throughput screening assay against a specified biological target. The drug is COC1C=COC2(C)Oc3c(C)c(O)c4c(O)c(c(C=NOC(C(=O)O)C(C)C)c(O)c4c3C2=O)NC(=O)C(C)=CC=CC(C)C(O)C(C)C(O)C(C)C(OC(C)=O)C1C. The result is 0 (inactive).